This data is from Peptide-MHC class II binding affinity with 134,281 pairs from IEDB. The task is: Regression. Given a peptide amino acid sequence and an MHC pseudo amino acid sequence, predict their binding affinity value. This is MHC class II binding data. (1) The peptide sequence is DKGPGFVVTGRVYCD. The MHC is DRB1_0401 with pseudo-sequence DRB1_0401. The binding affinity (normalized) is 0.0745. (2) The peptide sequence is WCYGVENVRVAYGKC. The MHC is HLA-DQA10201-DQB10402 with pseudo-sequence HLA-DQA10201-DQB10402. The binding affinity (normalized) is 0. (3) The peptide sequence is MRSMPFLRKTRWTFL. The MHC is HLA-DQA10303-DQB10402 with pseudo-sequence HLA-DQA10303-DQB10402. The binding affinity (normalized) is 0.358. (4) The peptide sequence is CFKYILIQAGFDQRL. The MHC is H-2-IAb with pseudo-sequence H-2-IAb. The binding affinity (normalized) is 0. (5) The peptide sequence is GELQIVDKIDAAFDI. The MHC is DRB1_0404 with pseudo-sequence DRB1_0404. The binding affinity (normalized) is 0.476. (6) The binding affinity (normalized) is 0.392. The peptide sequence is AFEGVFGHLAATAVP. The MHC is HLA-DQA10501-DQB10301 with pseudo-sequence HLA-DQA10501-DQB10301. (7) The peptide sequence is PEVKYAVFEAALTKA. The MHC is HLA-DPA10301-DPB10402 with pseudo-sequence HLA-DPA10301-DPB10402. The binding affinity (normalized) is 0.498. (8) The peptide sequence is ATSLDTMTQMNQAFR. The binding affinity (normalized) is 0.220. The MHC is DRB1_0401 with pseudo-sequence DRB1_0401.